From a dataset of Full USPTO retrosynthesis dataset with 1.9M reactions from patents (1976-2016). Predict the reactants needed to synthesize the given product. (1) Given the product [CH3:1][C:2]1[N:7]=[C:6]([C:8]2[CH:17]=[C:16]([O:18][CH:19]3[CH2:36][CH:35]4[CH:21]([C:22](=[O:42])[N:23]([CH3:41])[CH2:24][CH2:25][CH2:26][CH2:27][CH:28]=[CH:29][CH:30]5[C:32]([C:38]([NH:64][S:61]([CH:58]6[CH2:60][CH2:59]6)(=[O:63])=[O:62])=[O:40])([NH:33][C:34]4=[O:37])[CH2:31]5)[CH2:20]3)[C:15]3[C:10](=[C:11]([CH3:45])[C:12]([O:43][CH3:44])=[CH:13][CH:14]=3)[N:9]=2)[CH:5]=[CH:4][CH:3]=1, predict the reactants needed to synthesize it. The reactants are: [CH3:1][C:2]1[N:7]=[C:6]([C:8]2[CH:17]=[C:16]([O:18][CH:19]3[CH2:36][CH:35]4[CH:21]([C:22](=[O:42])[N:23]([CH3:41])[CH2:24][CH2:25][CH2:26][CH2:27][CH:28]=[CH:29][CH:30]5[C:32]([C:38]([OH:40])=O)([NH:33][C:34]4=[O:37])[CH2:31]5)[CH2:20]3)[C:15]3[C:10](=[C:11]([CH3:45])[C:12]([O:43][CH3:44])=[CH:13][CH:14]=3)[N:9]=2)[CH:5]=[CH:4][CH:3]=1.C1N=CN(C(N2C=NC=C2)=O)C=1.[CH:58]1([S:61]([NH2:64])(=[O:63])=[O:62])[CH2:60][CH2:59]1.C1CCN2C(=NCCC2)CC1.C(O)(=O)CC(CC(O)=O)(C(O)=O)O. (2) Given the product [NH2:15][C:12]1[CH:11]=[CH:10][C:9]([C:5]2[S:4][N:3]=[C:2]([Cl:1])[C:6]=2[C:7]#[N:8])=[CH:14][CH:13]=1, predict the reactants needed to synthesize it. The reactants are: [Cl:1][C:2]1[C:6]([C:7]#[N:8])=[C:5]([C:9]2[CH:14]=[CH:13][C:12]([NH:15]C(=O)OC(C)(C)C)=[CH:11][CH:10]=2)[S:4][N:3]=1.C(O)(C(F)(F)F)=O. (3) Given the product [C:1]1([S:7]([N:10]2[C:14]3=[N:15][CH:16]=[C:17]([NH2:33])[C:18]([NH:19][C@@H:20]4[CH2:25][CH2:24][CH2:23][N:22]([CH2:26][C:27]5[CH:32]=[CH:31][CH:30]=[CH:29][CH:28]=5)[CH2:21]4)=[C:13]3[CH:12]=[CH:11]2)(=[O:8])=[O:9])[CH:6]=[CH:5][CH:4]=[CH:3][CH:2]=1, predict the reactants needed to synthesize it. The reactants are: [C:1]1([S:7]([N:10]2[C:14]3=[N:15][CH:16]=[C:17]([N+:33]([O-])=O)[C:18]([NH:19][C@@H:20]4[CH2:25][CH2:24][CH2:23][N:22]([CH2:26][C:27]5[CH:32]=[CH:31][CH:30]=[CH:29][CH:28]=5)[CH2:21]4)=[C:13]3[CH:12]=[CH:11]2)(=[O:9])=[O:8])[CH:6]=[CH:5][CH:4]=[CH:3][CH:2]=1.[Cl-].[NH4+].